From a dataset of Forward reaction prediction with 1.9M reactions from USPTO patents (1976-2016). Predict the product of the given reaction. (1) Given the reactants [C:1]([C:5]1[S:9]/[C:8](=[N:10]\C(=O)OC(C)(C)C)/[N:7]([CH2:18][C@H:19]2[CH2:23][CH2:22][CH2:21][O:20]2)[N:6]=1)([CH3:4])([CH3:3])[CH3:2].FC(F)(F)C(O)=O, predict the reaction product. The product is: [C:1]([C:5]1[S:9][C:8](=[NH:10])[N:7]([CH2:18][C@H:19]2[CH2:23][CH2:22][CH2:21][O:20]2)[N:6]=1)([CH3:4])([CH3:2])[CH3:3]. (2) Given the reactants Cl[CH2:2][C:3]([C:5]1[CH:10]=[CH:9][C:8]([CH:11]([CH3:13])[CH3:12])=[CH:7][C:6]=1[NH:14][C:15](=[O:17])[CH3:16])=[O:4].Cl.[N:19]1([C:25]2[C:29]3[CH:30]=[CH:31][CH:32]=[CH:33][C:28]=3[S:27][N:26]=2)[CH2:24][CH2:23][NH:22][CH2:21][CH2:20]1, predict the reaction product. The product is: [S:27]1[C:28]2[CH:33]=[CH:32][CH:31]=[CH:30][C:29]=2[C:25]([N:19]2[CH2:20][CH2:21][N:22]([CH2:2][C:3]([C:5]3[CH:10]=[CH:9][C:8]([CH:11]([CH3:13])[CH3:12])=[CH:7][C:6]=3[NH:14][C:15](=[O:17])[CH3:16])=[O:4])[CH2:23][CH2:24]2)=[N:26]1. (3) Given the reactants [F:1][C:2]1[CH:7]=[CH:6][CH:5]=[CH:4][C:3]=1[C:8](=[O:15])[CH2:9][C:10]([O:12][CH2:13][CH3:14])=[O:11].C(N(CC)CC)C.C(NC1C=CC(S([N:36]=[N+:37]=[N-])(=O)=O)=CC=1)(=O)C, predict the reaction product. The product is: [N+:36](=[C:9]([C:8]([C:3]1[CH:4]=[CH:5][CH:6]=[CH:7][C:2]=1[F:1])=[O:15])[C:10]([O:12][CH2:13][CH3:14])=[O:11])=[N-:37]. (4) Given the reactants [F:1][C:2]1[CH:7]=[CH:6][C:5]([N:8]2[C:16]3[C:11](=[CH:12][C:13]([C:17]([CH3:22])([CH3:21])[CH2:18][CH:19]=[O:20])=[CH:14][CH:15]=3)[CH:10]=[N:9]2)=[CH:4][CH:3]=1.CC(C)=[O:25].OS(O)(=O)=O.O=[Cr](=O)=O, predict the reaction product. The product is: [F:1][C:2]1[CH:3]=[CH:4][C:5]([N:8]2[C:16]3[C:11](=[CH:12][C:13]([C:17]([CH3:22])([CH3:21])[CH2:18][C:19]([OH:25])=[O:20])=[CH:14][CH:15]=3)[CH:10]=[N:9]2)=[CH:6][CH:7]=1. (5) Given the reactants [Cl:1][C:2]1[C:10]([O:11][CH:12]([CH3:14])[CH3:13])=[CH:9][C:5]([C:6]([OH:8])=O)=[CH:4][C:3]=1[O:15][CH:16]([CH3:18])[CH3:17].CCN(C(C)C)C(C)C.[NH2:28][C:29]1[CH:38]=[CH:37][C:32]([C:33]([O:35][CH3:36])=[O:34])=[CH:31][CH:30]=1, predict the reaction product. The product is: [Cl:1][C:2]1[C:3]([O:15][CH:16]([CH3:18])[CH3:17])=[CH:4][C:5]([C:6]([NH:28][C:29]2[CH:30]=[CH:31][C:32]([C:33]([O:35][CH3:36])=[O:34])=[CH:37][CH:38]=2)=[O:8])=[CH:9][C:10]=1[O:11][CH:12]([CH3:14])[CH3:13].